Dataset: Catalyst prediction with 721,799 reactions and 888 catalyst types from USPTO. Task: Predict which catalyst facilitates the given reaction. (1) Reactant: C(OC(=O)[N:7]([CH2:14][CH2:15][CH2:16][CH2:17][N:18]1[C:30]2[C:29]3[CH:28]=[CH:27][CH:26]=[CH:25][C:24]=3[N:23]=[C:22]([NH2:31])[C:21]=2[N:20]=[C:19]1[CH2:32][CH3:33])[CH:8]1[CH2:13][CH2:12][O:11][CH2:10][CH2:9]1)(C)(C)C. Product: [CH2:32]([C:19]1[N:18]([CH2:17][CH2:16][CH2:15][CH2:14][NH:7][CH:8]2[CH2:13][CH2:12][O:11][CH2:10][CH2:9]2)[C:30]2[C:29]3[CH:28]=[CH:27][CH:26]=[CH:25][C:24]=3[N:23]=[C:22]([NH2:31])[C:21]=2[N:20]=1)[CH3:33]. The catalyst class is: 55. (2) Reactant: [H-].[Na+].[CH2:3]([O:10][CH2:11][C@H:12]([OH:16])[CH2:13][CH:14]=[CH2:15])[C:4]1[CH:9]=[CH:8][CH:7]=[CH:6][CH:5]=1.Br[CH2:18][CH:19]([O:23][CH2:24][CH3:25])[O:20][CH2:21][CH3:22]. Product: [CH2:21]([O:20][CH:19]([O:23][CH2:24][CH3:25])[CH2:18][O:16][C@H:12]([CH2:13][CH:14]=[CH2:15])[CH2:11][O:10][CH2:3][C:4]1[CH:9]=[CH:8][CH:7]=[CH:6][CH:5]=1)[CH3:22]. The catalyst class is: 7. (3) Reactant: [F:1][C:2]([F:52])([F:51])[C:3]1[CH:4]=[C:5]([C:13]([CH3:50])([CH3:49])[C:14]([N:16]([CH3:48])[C:17]2[C:18]([C:40]3[CH:45]=[CH:44][C:43]([F:46])=[CH:42][C:41]=3[CH3:47])=[CH:19][C:20]([C@@H:23]3[N:27](C(OC(C)(C)C)=O)[C@:26]([CH3:39])([C:35]([O:37][CH3:38])=[O:36])[CH2:25][CH2:24]3)=[N:21][CH:22]=2)=[O:15])[CH:6]=[C:7]([C:9]([F:12])([F:11])[F:10])[CH:8]=1.C(O)(C(F)(F)F)=O. Product: [F:52][C:2]([F:1])([F:51])[C:3]1[CH:4]=[C:5]([C:13]([CH3:49])([CH3:50])[C:14]([N:16]([CH3:48])[C:17]2[C:18]([C:40]3[CH:45]=[CH:44][C:43]([F:46])=[CH:42][C:41]=3[CH3:47])=[CH:19][C:20]([C@@H:23]3[NH:27][C@:26]([CH3:39])([C:35]([O:37][CH3:38])=[O:36])[CH2:25][CH2:24]3)=[N:21][CH:22]=2)=[O:15])[CH:6]=[C:7]([C:9]([F:11])([F:12])[F:10])[CH:8]=1. The catalyst class is: 4.